This data is from Forward reaction prediction with 1.9M reactions from USPTO patents (1976-2016). The task is: Predict the product of the given reaction. (1) Given the reactants [Cl:1][C:2]1[C:7]([C:8](=O)[CH3:9])=[C:6](Cl)[CH:5]=[CH:4][N:3]=1.O.[NH2:13][NH2:14], predict the reaction product. The product is: [Cl:1][C:2]1[C:7]2[C:8]([CH3:9])=[N:13][NH:14][C:6]=2[CH:5]=[CH:4][N:3]=1. (2) Given the reactants [C:1](#[N:3])C.[F:4][C:5]1[CH:6]=[CH:7][C:8]([C:18]([F:21])([F:20])[F:19])=[C:9]([C:11]2[CH:16]=[CH:15][N+:14]([O-])=[CH:13][CH:12]=2)[CH:10]=1.C[Si](C#N)(C)C, predict the reaction product. The product is: [F:4][C:5]1[CH:6]=[CH:7][C:8]([C:18]([F:21])([F:20])[F:19])=[C:9]([C:11]2[CH:16]=[CH:15][N:14]=[C:13]([C:1]#[N:3])[CH:12]=2)[CH:10]=1. (3) Given the reactants Cl[CH2:2][CH2:3][N:4]([CH2:17][C:18]#[CH:19])[S:5]([C:8]1[CH:13]=[CH:12][CH:11]=[CH:10][C:9]=1[N+:14]([O-:16])=[O:15])(=[O:7])=[O:6].[N+:20](=[CH:22][C:23]([O:25][CH2:26][CH3:27])=[O:24])=[N-:21].C(=O)([O-])[O-].[Cs+].[Cs+].O1CCCC1, predict the reaction product. The product is: [N+:14]([C:9]1[CH:10]=[CH:11][CH:12]=[CH:13][C:8]=1[S:5]([N:4]1[CH2:3][CH2:2][N:21]2[N:20]=[C:22]([C:23]([O:25][CH2:26][CH3:27])=[O:24])[CH:19]=[C:18]2[CH2:17]1)(=[O:7])=[O:6])([O-:16])=[O:15]. (4) Given the reactants [Cl:1][C:2]1[C:7]([NH2:8])=[CH:6][C:5]([C:9]2[C:10]([CH3:15])=[N:11][O:12][C:13]=2[CH3:14])=[CH:4][N:3]=1.[CH3:16][S:17]([C:20]1[CH:21]=[C:22](B(O)O)[CH:23]=[CH:24][CH:25]=1)(=[O:19])=[O:18], predict the reaction product. The product is: [Cl:1][C:2]1[C:7]([NH:8][C:24]2[CH:23]=[CH:22][CH:21]=[C:20]([S:17]([CH3:16])(=[O:19])=[O:18])[CH:25]=2)=[CH:6][C:5]([C:9]2[C:10]([CH3:15])=[N:11][O:12][C:13]=2[CH3:14])=[CH:4][N:3]=1. (5) Given the reactants [Br:1][C:2]1[CH:7]=[CH:6][C:5]([C:8]2[O:9][C:10]([CH:16]([CH3:19])[CH2:17][OH:18])=[C:11]([CH:13]([CH3:15])[CH3:14])[N:12]=2)=[CH:4][CH:3]=1.[CH3:20][O:21][C:22](=[O:33])[CH2:23][CH2:24][C:25]1[CH:30]=[CH:29][C:28](O)=[CH:27][C:26]=1[CH3:32].C(P(CCCC)CCCC)CCC.N(C(N1CCCCC1)=O)=NC(N1CCCCC1)=O, predict the reaction product. The product is: [CH3:20][O:21][C:22](=[O:33])[CH2:23][CH2:24][C:25]1[CH:30]=[CH:29][C:28]([O:18][CH2:17][CH:16]([C:10]2[O:9][C:8]([C:5]3[CH:4]=[CH:3][C:2]([Br:1])=[CH:7][CH:6]=3)=[N:12][C:11]=2[CH:13]([CH3:15])[CH3:14])[CH3:19])=[CH:27][C:26]=1[CH3:32]. (6) Given the reactants [N:1]1[CH:6]=[CH:5][CH:4]=[CH:3][C:2]=1[CH2:7][O:8][CH:9]([CH3:12])[CH:10]=O.[NH2:13][C:14]1[NH:18][CH:17]=[N:16][C:15]=1[C:19]([NH2:21])=[O:20].C(O)(=O)C.C([BH3-])#N.[Na+], predict the reaction product. The product is: [N:1]1[CH:6]=[CH:5][CH:4]=[CH:3][C:2]=1[CH2:7][O:8][CH:9]([CH3:12])[CH2:10][NH:13][C:14]1[N:18]=[CH:17][NH:16][C:15]=1[C:19]([NH2:21])=[O:20].